Dataset: Catalyst prediction with 721,799 reactions and 888 catalyst types from USPTO. Task: Predict which catalyst facilitates the given reaction. Reactant: [F:1][C:2]1[CH:7]=[C:6]([F:8])[CH:5]=[CH:4][C:3]=1[C:9]1[N:10]2[C:15]([CH:16]=[CH:17][CH:18]=1)=[C:14]([C:19]1[CH:20]=[C:21]([CH:25]=[CH:26][C:27]=1[F:28])[C:22](O)=[O:23])[C:13](=[O:29])[CH:12]=[CH:11]2.C(Cl)CCl.C1C=CC2N(O)N=NC=2C=1.O[N:45]=[C:46]([NH2:48])[CH3:47]. Product: [F:1][C:2]1[CH:7]=[C:6]([F:8])[CH:5]=[CH:4][C:3]=1[C:9]1[N:10]2[C:15]([CH:16]=[CH:17][CH:18]=1)=[C:14]([C:19]1[CH:20]=[C:21]([C:22]3[O:23][N:48]=[C:46]([CH3:47])[N:45]=3)[CH:25]=[CH:26][C:27]=1[F:28])[C:13](=[O:29])[CH:12]=[CH:11]2. The catalyst class is: 290.